From a dataset of Reaction yield outcomes from USPTO patents with 853,638 reactions. Predict the reaction yield, written as a fraction of the theoretical maximum amount of product (1.0 means a 100% yield; for example, 0.34 means a 34% yield). The reactants are [C:1]([O-:4])(=[S:3])[CH3:2].[K+].Br[C:7]([CH3:28])([CH3:27])[C:8]([NH:10][C:11]1[O:15][N:14]=[C:13]([C:16]([CH3:26])([CH3:25])[CH2:17][O:18][CH:19]2[CH2:24][CH2:23][CH2:22][CH2:21][O:20]2)[CH:12]=1)=[O:9].C(OCC)C. The catalyst is CN(C=O)C. The product is [CH3:26][C:16]([C:13]1[CH:12]=[C:11]([NH:10][C:8]([C:7]([S:3][C:1](=[O:4])[CH3:2])([CH3:28])[CH3:27])=[O:9])[O:15][N:14]=1)([CH3:25])[CH2:17][O:18][CH:19]1[CH2:24][CH2:23][CH2:22][CH2:21][O:20]1. The yield is 0.580.